Dataset: NCI-60 drug combinations with 297,098 pairs across 59 cell lines. Task: Regression. Given two drug SMILES strings and cell line genomic features, predict the synergy score measuring deviation from expected non-interaction effect. (1) Drug 1: CCCCCOC(=O)NC1=NC(=O)N(C=C1F)C2C(C(C(O2)C)O)O. Drug 2: CNC(=O)C1=NC=CC(=C1)OC2=CC=C(C=C2)NC(=O)NC3=CC(=C(C=C3)Cl)C(F)(F)F. Cell line: T-47D. Synergy scores: CSS=-0.718, Synergy_ZIP=2.43, Synergy_Bliss=1.68, Synergy_Loewe=0.810, Synergy_HSA=-4.27. (2) Drug 1: CN(CCCl)CCCl.Cl. Drug 2: C1CN(P(=O)(OC1)NCCCl)CCCl. Cell line: SR. Synergy scores: CSS=63.7, Synergy_ZIP=3.36, Synergy_Bliss=4.22, Synergy_Loewe=-6.19, Synergy_HSA=3.66. (3) Drug 1: C1=NC2=C(N=C(N=C2N1C3C(C(C(O3)CO)O)F)Cl)N. Drug 2: CC12CCC3C(C1CCC2OP(=O)(O)O)CCC4=C3C=CC(=C4)OC(=O)N(CCCl)CCCl.[Na+]. Cell line: NCI-H322M. Synergy scores: CSS=10.7, Synergy_ZIP=-6.21, Synergy_Bliss=-5.29, Synergy_Loewe=-4.51, Synergy_HSA=-6.27. (4) Drug 1: CNC(=O)C1=NC=CC(=C1)OC2=CC=C(C=C2)NC(=O)NC3=CC(=C(C=C3)Cl)C(F)(F)F. Drug 2: C1CN(CCN1C(=O)CCBr)C(=O)CCBr. Cell line: DU-145. Synergy scores: CSS=18.0, Synergy_ZIP=3.27, Synergy_Bliss=8.09, Synergy_Loewe=-3.70, Synergy_HSA=6.51. (5) Drug 1: CN1C(=O)N2C=NC(=C2N=N1)C(=O)N. Drug 2: CC1C(C(CC(O1)OC2CC(CC3=C2C(=C4C(=C3O)C(=O)C5=C(C4=O)C(=CC=C5)OC)O)(C(=O)CO)O)N)O.Cl. Cell line: HT29. Synergy scores: CSS=22.1, Synergy_ZIP=-3.60, Synergy_Bliss=-2.07, Synergy_Loewe=-26.8, Synergy_HSA=-2.55. (6) Drug 1: CC1=C(C=C(C=C1)C(=O)NC2=CC(=CC(=C2)C(F)(F)F)N3C=C(N=C3)C)NC4=NC=CC(=N4)C5=CN=CC=C5. Drug 2: CC1=C(C(=O)C2=C(C1=O)N3CC4C(C3(C2COC(=O)N)OC)N4)N. Cell line: NCI/ADR-RES. Synergy scores: CSS=6.66, Synergy_ZIP=-2.18, Synergy_Bliss=1.68, Synergy_Loewe=-10.1, Synergy_HSA=-5.85. (7) Drug 1: C1CCN(CC1)CCOC2=CC=C(C=C2)C(=O)C3=C(SC4=C3C=CC(=C4)O)C5=CC=C(C=C5)O. Drug 2: C1=NC2=C(N=C(N=C2N1C3C(C(C(O3)CO)O)O)F)N. Cell line: NCI-H226. Synergy scores: CSS=-6.68, Synergy_ZIP=4.60, Synergy_Bliss=1.54, Synergy_Loewe=-5.97, Synergy_HSA=-5.13. (8) Drug 1: CNC(=O)C1=CC=CC=C1SC2=CC3=C(C=C2)C(=NN3)C=CC4=CC=CC=N4. Drug 2: CC1C(C(CC(O1)OC2CC(CC3=C2C(=C4C(=C3O)C(=O)C5=C(C4=O)C(=CC=C5)OC)O)(C(=O)CO)O)N)O.Cl. Cell line: HCT116. Synergy scores: CSS=38.4, Synergy_ZIP=-2.56, Synergy_Bliss=-3.16, Synergy_Loewe=-7.46, Synergy_HSA=-0.903. (9) Drug 1: C1=C(C(=O)NC(=O)N1)F. Drug 2: CC(C)NC(=O)C1=CC=C(C=C1)CNNC.Cl. Cell line: DU-145. Synergy scores: CSS=33.2, Synergy_ZIP=-0.521, Synergy_Bliss=-3.74, Synergy_Loewe=-12.1, Synergy_HSA=-4.74. (10) Drug 1: CN(C)C1=NC(=NC(=N1)N(C)C)N(C)C. Drug 2: CS(=O)(=O)OCCCCOS(=O)(=O)C. Cell line: NCI-H460. Synergy scores: CSS=12.4, Synergy_ZIP=-5.36, Synergy_Bliss=4.55, Synergy_Loewe=-8.46, Synergy_HSA=0.606.